From a dataset of Forward reaction prediction with 1.9M reactions from USPTO patents (1976-2016). Predict the product of the given reaction. (1) Given the reactants [CH2:1]([N:8]([CH2:30][CH2:31][CH2:32][CH2:33][CH2:34][CH3:35])[C:9](=[O:29])[CH2:10][C:11]1[CH:28]=[CH:27][C:14]([O:15][CH2:16][C:17]2[CH:26]=[CH:25][CH:24]=[CH:23][C:18]=2[C:19]([O:21]C)=[O:20])=[CH:13][CH:12]=1)[C:2]1[CH:7]=[CH:6][CH:5]=[CH:4][CH:3]=1.[OH-].[Li+], predict the reaction product. The product is: [CH2:1]([N:8]([CH2:30][CH2:31][CH2:32][CH2:33][CH2:34][CH3:35])[C:9](=[O:29])[CH2:10][C:11]1[CH:28]=[CH:27][C:14]([O:15][CH2:16][C:17]2[CH:26]=[CH:25][CH:24]=[CH:23][C:18]=2[C:19]([OH:21])=[O:20])=[CH:13][CH:12]=1)[C:2]1[CH:3]=[CH:4][CH:5]=[CH:6][CH:7]=1. (2) Given the reactants [Cl:1][C:2]1[CH:3]=[CH:4][C:5]2[NH:11][C:10](=O)[C@@H:9]([CH2:13][C:14]([O:16][CH:17]([CH3:19])[CH3:18])=[O:15])[S:8][C@H:7]([C:20]3[CH:25]=[CH:24][CH:23]=[C:22]([O:26][CH3:27])[C:21]=3[CH3:28])[C:6]=2[CH:29]=1.COC1C=CC(P2(SP(C3C=CC(OC)=CC=3)(=S)S2)=[S:39])=CC=1, predict the reaction product. The product is: [Cl:1][C:2]1[CH:3]=[CH:4][C:5]2[NH:11][C:10](=[S:39])[C@@H:9]([CH2:13][C:14]([O:16][CH:17]([CH3:19])[CH3:18])=[O:15])[S:8][C@H:7]([C:20]3[CH:25]=[CH:24][CH:23]=[C:22]([O:26][CH3:27])[C:21]=3[CH3:28])[C:6]=2[CH:29]=1. (3) Given the reactants F[C:2]1[C:7]([C:8]2[N:13]=[C:12]([CH3:14])[N:11]=[C:10]([N:15](CC3C=CC(OC)=CC=3)CC3C=CC(OC)=CC=3)[N:9]=2)=[CH:6][C:5]([CH:34]([N:36]2[CH2:41][CH2:40][O:39][CH2:38][CH2:37]2)[CH3:35])=[CH:4][N:3]=1.[S:42]1[C:46]2[CH:47]=[CH:48][C:49]([NH2:51])=[CH:50][C:45]=2[N:44]=[CH:43]1.C[Si]([N-][Si](C)(C)C)(C)C.[Na+].FC(F)(F)C(O)=O.FC(F)(F)S(O)(=O)=O, predict the reaction product. The product is: [NH2:15][C:10]1[N:11]=[C:12]([CH3:14])[N:13]=[C:8]([C:7]2[C:2]([NH:51][C:49]3[CH:48]=[CH:47][C:46]4[S:42][CH:43]=[N:44][C:45]=4[CH:50]=3)=[N:3][CH:4]=[C:5]([CH:34]([N:36]3[CH2:37][CH2:38][O:39][CH2:40][CH2:41]3)[CH3:35])[CH:6]=2)[N:9]=1. (4) Given the reactants [CH3:1][C:2]1[CH:7]=[CH:6][C:5]([OH:8])=[CH:4][C:3]=1[N+:9]([O-:11])=[O:10].[CH2:12](I)[CH3:13], predict the reaction product. The product is: [CH2:12]([O:8][C:5]1[CH:6]=[CH:7][C:2]([CH3:1])=[C:3]([N+:9]([O-:11])=[O:10])[CH:4]=1)[CH3:13]. (5) Given the reactants [C:1]([O:5][C:6]([NH:8][CH2:9][C:10]1[CH:18]=[CH:17][C:13]([C:14]([OH:16])=O)=[C:12]([Cl:19])[CH:11]=1)=[O:7])([CH3:4])([CH3:3])[CH3:2].CN(C=O)C.CCN=C=NCCCN(C)C.[Cl:36][C:37]1[C:38]2[N:39]([CH:47]=[C:48]([C:50]([NH:52][NH2:53])=[O:51])[N:49]=2)[CH:40]=[C:41]([C:43]([F:46])([F:45])[F:44])[CH:42]=1, predict the reaction product. The product is: [Cl:19][C:12]1[CH:11]=[C:10]([CH:18]=[CH:17][C:13]=1[C:14]([NH:53][NH:52][C:50]([C:48]1[N:49]=[C:38]2[C:37]([Cl:36])=[CH:42][C:41]([C:43]([F:46])([F:45])[F:44])=[CH:40][N:39]2[CH:47]=1)=[O:51])=[O:16])[CH2:9][NH:8][C:6](=[O:7])[O:5][C:1]([CH3:2])([CH3:3])[CH3:4]. (6) The product is: [Si:17]([O:16][CH2:15][C:14]([C:11]1[CH:10]=[CH:9][C:8]([C:31]2[CH:30]=[C:29]([NH:42][C:43]3[N:48]=[C:47]([C:49]([F:52])([F:51])[F:50])[CH:46]=[CH:45][N:44]=3)[CH:28]=[C:27]([CH3:26])[CH:32]=2)=[CH:13][N:12]=1)([OH:25])[CH3:24])([C:20]([CH3:23])([CH3:22])[CH3:21])([CH3:19])[CH3:18]. Given the reactants C(=O)([O-])[O-].[Na+].[Na+].Br[C:8]1[CH:9]=[CH:10][C:11]([C:14]([OH:25])([CH3:24])[CH2:15][O:16][Si:17]([C:20]([CH3:23])([CH3:22])[CH3:21])([CH3:19])[CH3:18])=[N:12][CH:13]=1.[CH3:26][C:27]1[CH:28]=[C:29]([NH:42][C:43]2[N:48]=[C:47]([C:49]([F:52])([F:51])[F:50])[CH:46]=[CH:45][N:44]=2)[CH:30]=[C:31](B2OC(C)(C)C(C)(C)O2)[CH:32]=1, predict the reaction product.